This data is from Forward reaction prediction with 1.9M reactions from USPTO patents (1976-2016). The task is: Predict the product of the given reaction. The product is: [Br:28][C:29]1[CH:36]=[CH:35][CH:34]=[CH:33][C:30]=1[CH2:31][N:9]1[C:10]2[C:16]3[CH:17]=[CH:18][CH:19]=[CH:20][C:15]=3[S:14][C:11]=2[C:12](=[O:13])[N:7]([OH:6])[C:8]1=[O:21]. Given the reactants COC1C=C(OC)C=CC=1C[O:6][N:7]1[C:12](=[O:13])[C:11]2[S:14][C:15]3[CH:20]=[CH:19][CH:18]=[CH:17][C:16]=3[C:10]=2[NH:9][C:8]1=[O:21].[Br:28][C:29]1[CH:36]=[CH:35][CH:34]=[CH:33][C:30]=1[CH2:31]Br, predict the reaction product.